Dataset: HIV replication inhibition screening data with 41,000+ compounds from the AIDS Antiviral Screen. Task: Binary Classification. Given a drug SMILES string, predict its activity (active/inactive) in a high-throughput screening assay against a specified biological target. (1) The molecule is CCCCN(CCCC)CCCCCCCN1CCCc2cc(OC)ccc21. The result is 0 (inactive). (2) The molecule is COC1C=COC2(C)Oc3c(C)c(O)c4c(c3C2=O)C(=O)C=C(NC(=O)C(C)=CC=CC(C)C(OC=O)C(C)C(O)C(C)C(OC(C)=O)C1C)C4=O. The result is 0 (inactive). (3) The drug is CC(SCCCCCCCCCCCCSC(C)C(=O)O)C(=O)O. The result is 0 (inactive). (4) The molecule is OC(Cc1ccc2ccccc2n1)(C(F)(F)Cl)C(F)(F)Cl. The result is 0 (inactive).